Dataset: Full USPTO retrosynthesis dataset with 1.9M reactions from patents (1976-2016). Task: Predict the reactants needed to synthesize the given product. (1) Given the product [F:13][C:14]1[CH:19]=[C:18]([C:5]2[C:6]3[S:10][C:9]([CH3:11])=[N:8][C:7]=3[C:2]([NH:23][C:24]3[N:25]=[C:26]([CH3:29])[S:27][CH:28]=3)=[N:3][CH:4]=2)[CH:17]=[N:16][CH:15]=1, predict the reactants needed to synthesize it. The reactants are: Cl[C:2]1[C:7]2[N:8]=[C:9]([CH3:11])[S:10][C:6]=2[C:5](I)=[CH:4][N:3]=1.[F:13][C:14]1[CH:15]=[N:16][CH:17]=[C:18](B(O)O)[CH:19]=1.[NH2:23][C:24]1[N:25]=[C:26]([CH3:29])[S:27][CH:28]=1. (2) Given the product [C:1]([C@:4]1([CH2:38][OH:39])[O:10][C@@:8]([O:11][C:12]2[CH:17]=[CH:16][C:15]([CH:18]([C:20]3[CH:25]=[CH:24][CH:23]=[CH:22][N:21]=3)[Cl:42])=[CH:14][CH:13]=2)([OH:9])[C@:7]([C:27](=[O:29])[CH3:28])([OH:26])[C@@:6]([C:31](=[O:33])[CH3:32])([OH:30])[C@@:5]1([C:35](=[O:37])[CH3:36])[OH:34])(=[O:3])[CH3:2], predict the reactants needed to synthesize it. The reactants are: [C:1]([C@:4]1([CH2:38][OH:39])[O:10][C@@:8]([O:11][C:12]2[CH:17]=[CH:16][C:15]([CH:18]([C:20]3[CH:25]=[CH:24][CH:23]=[CH:22][N:21]=3)O)=[CH:14][CH:13]=2)([OH:9])[C@:7]([C:27](=[O:29])[CH3:28])([OH:26])[C@@:6]([C:31](=[O:33])[CH3:32])([OH:30])[C@@:5]1([C:35](=[O:37])[CH3:36])[OH:34])(=[O:3])[CH3:2].O=S(Cl)[Cl:42]. (3) Given the product [CH:10]1([C:4]2[N:3]=[C:2]([CH2:23][C:24]3[CH:25]=[CH:26][C:27]([CH2:30][C:31]([O:33][CH3:34])=[O:32])=[CH:28][CH:29]=3)[CH:7]=[C:6]([CH2:8][CH3:9])[N:5]=2)[CH2:11][CH2:12][CH2:13][CH2:14]1, predict the reactants needed to synthesize it. The reactants are: Cl[C:2]1[CH:7]=[C:6]([CH2:8][CH3:9])[N:5]=[C:4]([CH:10]2[CH2:14][CH2:13][CH2:12][CH2:11]2)[N:3]=1.CC1(C)C(C)(C)OB([CH2:23][C:24]2[CH:29]=[CH:28][C:27]([CH2:30][C:31]([O:33][CH3:34])=[O:32])=[CH:26][CH:25]=2)O1.C([O-])([O-])=O.[Na+].[Na+]. (4) The reactants are: [Br:1][C:2]1[CH:11]=[CH:10][C:9]2[N:8]=[CH:7][C:6]3[N:12]([CH3:24])[C:13](=[O:23])N(C4C(OC)=NC=CC=4)[C:5]=3[C:4]=2[CH:3]=1.[CH3:25][O:26][CH2:27][CH2:28][N:29]([CH3:38])[C:30]1[CH:35]=[CH:34][C:33]([NH2:36])=[C:32]([CH3:37])[N:31]=1.ClC1N=C(C)C([N+]([O-])=O)=CC=1.COCCNC. Given the product [Br:1][C:2]1[CH:11]=[CH:10][C:9]2[N:8]=[CH:7][C:6]3[N:12]([CH3:24])[C:13](=[O:23])[N:36]([C:33]4[C:32]([CH3:37])=[N:31][C:30]([N:29]([CH2:28][CH2:27][O:26][CH3:25])[CH3:38])=[CH:35][CH:34]=4)[C:5]=3[C:4]=2[CH:3]=1, predict the reactants needed to synthesize it. (5) Given the product [F:32][C:2]([F:1])([F:31])[C:3]1[CH:4]=[CH:5][C:6]([C:9]2[CH:14]=[CH:13][CH:12]=[C:11]([CH2:15][O:16][C:17]3[CH:22]=[CH:21][C:20]([C:23]4([CH2:27][C:28]([OH:30])=[O:29])[CH2:26][O:25][CH2:24]4)=[CH:19][CH:18]=3)[CH:10]=2)=[CH:7][CH:8]=1, predict the reactants needed to synthesize it. The reactants are: [F:1][C:2]([F:32])([F:31])[C:3]1[CH:8]=[CH:7][C:6]([C:9]2[CH:14]=[CH:13][CH:12]=[C:11]([CH2:15][O:16][C:17]3[CH:22]=[CH:21][C:20]([C:23]4([CH2:27][C:28]([O-:30])=[O:29])[CH2:26][O:25][CH2:24]4)=[CH:19][CH:18]=3)[CH:10]=2)=[CH:5][CH:4]=1.FC(F)(F)C1C=CC(C2C=CC=C(COC3C=CC(C4(CC(OCC)=O)COC4)=CC=3)C=2)=CC=1.[Li+].[OH-]. (6) The reactants are: [H-].[Al+3].[Li+].[H-].[H-].[H-].[CH:7]([N:10]1[CH2:15][CH2:14][CH:13]([C:16](OCC)=[O:17])[CH2:12][CH2:11]1)([CH3:9])[CH3:8].[OH-].[Na+].S([O-])([O-])(=O)=O.[Mg+2]. Given the product [CH:7]([N:10]1[CH2:15][CH2:14][CH:13]([CH2:16][OH:17])[CH2:12][CH2:11]1)([CH3:9])[CH3:8], predict the reactants needed to synthesize it.